This data is from Catalyst prediction with 721,799 reactions and 888 catalyst types from USPTO. The task is: Predict which catalyst facilitates the given reaction. (1) Reactant: [CH3:1][O:2][C:3]1[CH:8]=[CH:7][C:6]([C:9]2[CH:10]=[C:11]3[C:15]4=[C:16]([CH2:18][S:19][CH2:20][CH2:21][N:14]4[C@H:13]4[CH2:22][CH2:23][N:24](C(OC(C)(C)C)=O)[CH2:25][C@@H:12]34)[CH:17]=2)=[C:5]([CH3:33])[CH:4]=1.FC(F)(F)C(O)=O.C([O-])(O)=O.[Na+]. Product: [CH3:1][O:2][C:3]1[CH:8]=[CH:7][C:6]([C:9]2[CH:10]=[C:11]3[C:15]4=[C:16]([CH2:18][S:19][CH2:20][CH2:21][N:14]4[C@H:13]4[CH2:22][CH2:23][NH:24][CH2:25][C@@H:12]34)[CH:17]=2)=[C:5]([CH3:33])[CH:4]=1. The catalyst class is: 2. (2) Reactant: Br[C:2]1[CH:7]=[CH:6][CH:5]=[CH:4][CH:3]=1.[C:8]([N:11]1[C:20]2[C:15](=[CH:16][C:17]([N:21]3[CH2:26][CH2:25][CH:24]([NH:27][C:28](=[O:34])[O:29][C:30]([CH3:33])([CH3:32])[CH3:31])[CH2:23][CH2:22]3)=[CH:18][CH:19]=2)[C@H:14]([NH2:35])[C@@H:13]([CH3:36])[C@@H:12]1[CH3:37])(=[O:10])[CH3:9].CN(C1C(C2C(P(C3CCCCC3)C3CCCCC3)=CC=CC=2)=CC=CC=1)C.CC(C)([O-])C.[Na+]. Product: [C:8]([N:11]1[C:20]2[C:15](=[CH:16][C:17]([N:21]3[CH2:22][CH2:23][CH:24]([NH:27][C:28](=[O:34])[O:29][C:30]([CH3:31])([CH3:33])[CH3:32])[CH2:25][CH2:26]3)=[CH:18][CH:19]=2)[C@H:14]([NH:35][C:2]2[CH:7]=[CH:6][CH:5]=[CH:4][CH:3]=2)[C@@H:13]([CH3:36])[C@@H:12]1[CH3:37])(=[O:10])[CH3:9]. The catalyst class is: 62. (3) Reactant: C1(P(=[CH:20][C:21]([O:23][CH3:24])=[O:22])(C2C=CC=CC=2)C2C=CC=CC=2)C=CC=CC=1.[CH:25]([C:27]1[N:28]=[CH:29][N:30]2[CH:34]=[CH:33][S:32][C:31]=12)=O.C(OCC)(=O)C. Product: [CH3:24][O:23][C:21]([CH:20]=[CH:25][C:27]1[N:28]=[CH:29][N:30]2[CH:34]=[CH:33][S:32][C:31]=12)=[O:22]. The catalyst class is: 5.